Task: Predict the reactants needed to synthesize the given product.. Dataset: Retrosynthesis with 50K atom-mapped reactions and 10 reaction types from USPTO Given the product N#Cc1cccc(CN2C(=O)C3(COc4cc5c(cc43)OCCO5)c3ccccc32)c1, predict the reactants needed to synthesize it. The reactants are: N#Cc1cccc(CBr)c1.O=C1Nc2ccccc2C12COc1cc3c(cc12)OCCO3.